Dataset: Reaction yield outcomes from USPTO patents with 853,638 reactions. Task: Predict the reaction yield, written as a fraction of the theoretical maximum amount of product (1.0 means a 100% yield; for example, 0.34 means a 34% yield). The reactants are [NH:1]1[C:5]2[CH:6]=[CH:7][C:8]([NH2:10])=[CH:9][C:4]=2[N:3]=[CH:2]1.[CH3:11][O:12][C:13]1[CH:20]=[C:19]([O:21][CH3:22])[CH:18]=[CH:17][C:14]=1[CH:15]=O.[Si](C#N)(C)(C)C.[N:29]1([C:34](N2C=CN=C2)=[O:35])C=CN=[CH:30]1. The catalyst is [Pd]. The product is [NH:1]1[C:5]2[CH:6]=[CH:7][C:8]([N:10]3[CH:15]([C:14]4[CH:17]=[CH:18][C:19]([O:21][CH3:22])=[CH:20][C:13]=4[O:12][CH3:11])[CH2:30][NH:29][C:34]3=[O:35])=[CH:9][C:4]=2[N:3]=[CH:2]1. The yield is 0.300.